This data is from NCI-60 drug combinations with 297,098 pairs across 59 cell lines. The task is: Regression. Given two drug SMILES strings and cell line genomic features, predict the synergy score measuring deviation from expected non-interaction effect. Drug 1: C1C(C(OC1N2C=C(C(=O)NC2=O)F)CO)O. Drug 2: CC1=C(C(=O)C2=C(C1=O)N3CC4C(C3(C2COC(=O)N)OC)N4)N. Cell line: SF-268. Synergy scores: CSS=53.5, Synergy_ZIP=-8.88, Synergy_Bliss=-2.62, Synergy_Loewe=-1.56, Synergy_HSA=1.87.